From a dataset of Forward reaction prediction with 1.9M reactions from USPTO patents (1976-2016). Predict the product of the given reaction. Given the reactants C([O-])([O-])=O.[K+].[K+].[Cl:7][C:8]1[C:15]([CH2:16]C)=[C:14](F)[CH:13]=[CH:12][C:9]=1[C:10]#[N:11].[NH2:19][C@@H:20]([C:24]([OH:26])=[O:25])[C@@H:21]([CH3:23])[OH:22].O, predict the reaction product. The product is: [Cl:7][C:8]1[C:15]([CH3:16])=[C:14]([NH:19][C@H:20]([C@H:21]([OH:22])[CH3:23])[C:24]([OH:26])=[O:25])[CH:13]=[CH:12][C:9]=1[C:10]#[N:11].